This data is from Reaction yield outcomes from USPTO patents with 853,638 reactions. The task is: Predict the reaction yield, written as a fraction of the theoretical maximum amount of product (1.0 means a 100% yield; for example, 0.34 means a 34% yield). (1) The reactants are [Cl:1][C:2]1[CH:3]=[C:4]([C:8]2[C:12]([C:13]3[CH:18]=[CH:17][NH:16][C:15](=[N:19]N)[CH:14]=3)=[CH:11][NH:10][N:9]=2)[CH:5]=[CH:6][CH:7]=1. The catalyst is C(N)CC1C=CC=CC=1. The product is [Cl:1][C:2]1[CH:3]=[C:4]([C:8]2[C:12]([C:13]3[CH:18]=[CH:17][N:16]=[C:15]([NH:19][CH2:12][CH2:8][C:4]4[CH:5]=[CH:6][CH:7]=[CH:2][CH:3]=4)[CH:14]=3)=[CH:11][NH:10][N:9]=2)[CH:5]=[CH:6][CH:7]=1. The yield is 0.810. (2) The yield is 0.560. The product is [CH3:1][O:2][C:3]1[C:8]([O:9][CH3:10])=[CH:7][CH:6]=[CH:5][C:4]=1[O:11][C:13]1[C:18]([N+:19]([O-:21])=[O:20])=[CH:17][CH:16]=[CH:15][C:14]=1[CH3:22].[CH3:23][O:24][C:25]1[C:39]([O:40][CH3:41])=[CH:38][CH:37]=[CH:36][C:26]=1[O:27][C:28]1[C:34]([CH3:35])=[CH:33][CH:32]=[CH:31][C:29]=1[NH:30][C:4]([NH:42][C:43]1[S:44][CH:45]=[CH:46][N:47]=1)=[O:11]. No catalyst specified. The reactants are [CH3:1][O:2][C:3]1[C:8]([O:9][CH3:10])=[CH:7][CH:6]=[CH:5][C:4]=1[OH:11].Cl[C:13]1[C:18]([N+:19]([O-:21])=[O:20])=[CH:17][CH:16]=[CH:15][C:14]=1[CH3:22].[CH3:23][O:24][C:25]1[C:39]([O:40][CH3:41])=[CH:38][CH:37]=[CH:36][C:26]=1[O:27][C:28]1[C:34]([CH3:35])=[CH:33][CH:32]=[CH:31][C:29]=1[NH2:30].[NH2:42][C:43]1[S:44][CH:45]=[CH:46][N:47]=1. (3) The product is [CH2:16]([N:1]1[C:6]2[CH:7]=[CH:8][CH:9]=[CH:10][C:5]=2[C:4](=[O:11])[O:3][C:2]1=[O:12])[CH2:17][CH2:18][CH2:19][CH3:20]. The catalyst is CN(C)C=O. The yield is 0.440. The reactants are [NH:1]1[C:6]2[CH:7]=[CH:8][CH:9]=[CH:10][C:5]=2[C:4](=[O:11])[O:3][C:2]1=[O:12].[H-].[Na+].I[CH2:16][CH2:17][CH2:18][CH2:19][CH3:20].C(OCC)(=O)C. (4) The reactants are [N+:1]([C:4]1[CH:5]=[C:6]([NH2:13])[C:7](=[CH:11][CH:12]=1)[C:8]([OH:10])=[O:9])([O-:3])=[O:2].[Si](C=[N+]=[N-])(C)(C)[CH3:15]. The catalyst is C1C=CC=CC=1.CO. The product is [CH3:15][O:9][C:8](=[O:10])[C:7]1[C:6](=[CH:5][C:4]([N+:1]([O-:3])=[O:2])=[CH:12][CH:11]=1)[NH2:13]. The yield is 0.860. (5) The reactants are [CH2:1]([O:8][C:9]([N:11]1[CH2:16][CH2:15][CH2:14][C:13](=[N:17][NH:18][C:19]([O:21][C:22]([CH3:25])([CH3:24])[CH3:23])=[O:20])[CH2:12]1)=[O:10])[C:2]1[CH:7]=[CH:6][CH:5]=[CH:4][CH:3]=1.C([BH3-])#N.[Na+].O.C1(C)C=CC(S(O)(=O)=O)=CC=1. The catalyst is O1CCCC1. The product is [C:22]([O:21][C:19]([NH:18][NH:17][CH:13]1[CH2:14][CH2:15][CH2:16][N:11]([C:9]([O:8][CH2:1][C:2]2[CH:7]=[CH:6][CH:5]=[CH:4][CH:3]=2)=[O:10])[CH2:12]1)=[O:20])([CH3:25])([CH3:23])[CH3:24]. The yield is 0.730. (6) The reactants are Cl.[NH2:2][C@H:3]1[CH2:6][C@H:5]([N:7]2[C:11]3=[N:12][CH:13]=[C:14]([Br:16])[N:15]=[C:10]3[N:9]([CH:17]3[CH2:19][CH2:18]3)[C:8]2=[O:20])[CH2:4]1.CS(C)=O.C(N(CC)C(C)C)(C)C.Cl[C:35]1[S:36][C:37]2[CH:43]=[CH:42][CH:41]=[CH:40][C:38]=2[N:39]=1. The catalyst is O.CO. The product is [S:36]1[C:37]2[CH:43]=[CH:42][CH:41]=[CH:40][C:38]=2[N:39]=[C:35]1[NH:2][C@H:3]1[CH2:6][C@H:5]([N:7]2[C:11]3=[N:12][CH:13]=[C:14]([Br:16])[N:15]=[C:10]3[N:9]([CH:17]3[CH2:18][CH2:19]3)[C:8]2=[O:20])[CH2:4]1. The yield is 0.580. (7) The reactants are [Br:1][CH2:2][CH2:3]Br.[Cl:5][C:6]1[CH:25]=[CH:24][C:9]([NH:10][C:11]2[C:20]3[C:15](=[CH:16][C:17]([OH:23])=[C:18]([O:21][CH3:22])[CH:19]=3)[N:14]=[CH:13][N:12]=2)=[C:8]([F:26])[CH:7]=1.C(=O)([O-])[O-].[K+].[K+].O. The catalyst is CN(C=O)C. The product is [Br:1][CH2:2][CH2:3][O:23][C:17]1[CH:16]=[C:15]2[C:20]([C:11]([NH:10][C:9]3[CH:24]=[CH:25][C:6]([Cl:5])=[CH:7][C:8]=3[F:26])=[N:12][CH:13]=[N:14]2)=[CH:19][C:18]=1[O:21][CH3:22]. The yield is 0.540.